From a dataset of Reaction yield outcomes from USPTO patents with 853,638 reactions. Predict the reaction yield, written as a fraction of the theoretical maximum amount of product (1.0 means a 100% yield; for example, 0.34 means a 34% yield). (1) The yield is 0.370. No catalyst specified. The product is [Cl:1][C:2]1[CH:11]=[CH:10][CH:9]=[C:8]2[C:3]=1[CH:4]=[CH:5][C:6]([S:12]([NH2:16])(=[O:14])=[O:13])=[CH:7]2. The reactants are [Cl:1][C:2]1[CH:11]=[CH:10][CH:9]=[C:8]2[C:3]=1[CH:4]=[CH:5][C:6]([S:12](Cl)(=[O:14])=[O:13])=[CH:7]2.[NH3:16]. (2) The reactants are [O:1]1[CH2:6][CH2:5][N:4]([C:7]2[CH:8]=[N:9][C:10]3[C:15]([CH:16]=2)=[CH:14][C:13]([S:17][C:18]2[N:22]4[CH:23]=[C:24]([C:27](=O)[CH3:28])[CH:25]=[CH:26][C:21]4=[N:20][N:19]=2)=[CH:12][CH:11]=3)[CH2:3][CH2:2]1.Cl.[NH2:31][OH:32].Cl. The catalyst is CCO. The product is [O:1]1[CH2:2][CH2:3][N:4]([C:7]2[CH:8]=[N:9][C:10]3[C:15]([CH:16]=2)=[CH:14][C:13]([S:17][C:18]2[N:22]4[CH:23]=[C:24](/[C:27](=[N:31]/[OH:32])/[CH3:28])[CH:25]=[CH:26][C:21]4=[N:20][N:19]=2)=[CH:12][CH:11]=3)[CH2:5][CH2:6]1. The yield is 0.601. (3) The reactants are [OH:1][C:2]([CH3:23])([CH3:22])[CH:3]([N:5]1[C:13]2[C:8](=[CH:9][CH:10]=[CH:11][CH:12]=2)[C:7]([C:14]([O:16][C:17]([CH3:20])([CH3:19])[CH3:18])=[O:15])=[C:6]1[CH3:21])[CH3:4].[H-].[Na+].I[CH3:27]. The catalyst is C1COCC1. The product is [CH3:27][O:1][C:2]([CH3:22])([CH3:23])[CH:3]([N:5]1[C:13]2[C:8](=[CH:9][CH:10]=[CH:11][CH:12]=2)[C:7]([C:14]([O:16][C:17]([CH3:20])([CH3:19])[CH3:18])=[O:15])=[C:6]1[CH3:21])[CH3:4]. The yield is 0.950. (4) The reactants are [CH3:1][C@@:2]12[C@H:12]3[C@@H:13]([OH:26])[CH2:14][C@:15]4([CH3:25])[C@@:19](O)([C:20]([CH2:22][OH:23])=[O:21])[CH2:18][CH2:17][C@H:16]4[C@@H:11]3[CH2:10][CH2:9][C:8]1=[CH:7][C:5](=[O:6])[CH2:4][CH2:3]2.C[Si](I)(C)C. The catalyst is C(#N)C. The product is [OH:26][C@@H:13]1[CH:12]2[CH:11]([CH2:10][CH2:9][C:8]3[C@:2]2([CH3:1])[CH2:3][CH2:4][C:5](=[O:6])[CH:7]=3)[CH:16]2[C@@:15]([CH3:25])([C@@H:19]([C:20](=[O:21])[CH2:22][OH:23])[CH2:18][CH2:17]2)[CH2:14]1. The yield is 0.940. (5) The reactants are [Si]([O:8][CH2:9][C@@H:10]([N:19]1[C:24](=[O:25])[CH:23]=[C:22](I)[CH:21]=[N:20]1)[C:11]1[CH:16]=[CH:15][C:14]([Cl:17])=[C:13]([F:18])[CH:12]=1)(C(C)(C)C)(C)C.[CH3:27][S:28][C:29]1[N:34]=[C:33]([Sn](CCCC)(CCCC)CCCC)[CH:32]=[CH:31][N:30]=1. The catalyst is CN1C(=O)CCC1.C(OCC)(=O)C.[Cu]I.Cl[Pd](Cl)([P](C1C=CC=CC=1)(C1C=CC=CC=1)C1C=CC=CC=1)[P](C1C=CC=CC=1)(C1C=CC=CC=1)C1C=CC=CC=1. The product is [Cl:17][C:14]1[CH:15]=[CH:16][C:11]([C@H:10]([N:19]2[C:24](=[O:25])[CH:23]=[C:22]([C:31]3[CH:32]=[CH:33][N:34]=[C:29]([S:28][CH3:27])[N:30]=3)[CH:21]=[N:20]2)[CH2:9][OH:8])=[CH:12][C:13]=1[F:18]. The yield is 0.790. (6) The reactants are Cl[C:2]1[CH:11]=[C:10]([CH3:12])[C:9]2[C:4](=[CH:5][CH:6]=[CH:7][CH:8]=2)[N:3]=1.C(OC(=O)[NH:22][CH2:23][C@H:24]1[CH2:29][CH2:28][C@@H:27]([NH2:30])[CH2:26][CH2:25]1)C1C=CC=CC=1.C([O-])(O)=O.[Na+]. The catalyst is C(O)CCC.CO.[Pd]. The product is [NH2:22][CH2:23][C@@H:24]1[CH2:29][CH2:28][C@H:27]([NH:30][C:2]2[CH:11]=[C:10]([CH3:12])[C:9]3[C:4](=[CH:5][CH:6]=[CH:7][CH:8]=3)[N:3]=2)[CH2:26][CH2:25]1. The yield is 0.380. (7) The reactants are C([C@@H]1C[C@H](O)C[C@@H]1C([N:11]([C:13]1[N:14]=[C:15]2[CH:21]=[CH:20][N:19]([S:22]([C:25]3[CH:31]=[CH:30][C:28]([CH3:29])=[CH:27][CH:26]=3)(=[O:24])=[O:23])[C:16]2=[N:17][CH:18]=1)[NH2:12])=O)C.[OH:32][C:33]1[CH:40]=[CH:39][C:36]([C:37]#[N:38])=[CH:35][CH:34]=1.[C:41]1(P([C:41]2[CH:46]=[CH:45][CH:44]=[CH:43][CH:42]=2)[C:41]2[CH:46]=[CH:45][CH:44]=[CH:43][CH:42]=2)[CH:46]=[CH:45][CH:44]=[CH:43][CH:42]=1.CCOC(/N=N/C([O:69][CH2:70][CH3:71])=O)=O. The catalyst is C1COCC1. The product is [C:37]([C:36]1[CH:39]=[CH:40][C:33]([O:32][C@H:46]2[CH2:45][C@H:71]([C:70]([NH:12][NH:11][C:13]3[N:14]=[C:15]4[CH:21]=[CH:20][N:19]([S:22]([C:25]5[CH:31]=[CH:30][C:28]([CH3:29])=[CH:27][CH:26]=5)(=[O:24])=[O:23])[C:16]4=[N:17][CH:18]=3)=[O:69])[C@H:42]([CH2:43][CH3:44])[CH2:41]2)=[CH:34][CH:35]=1)#[N:38]. The yield is 0.880. (8) The catalyst is C(Cl)(Cl)Cl. The product is [F:30][C:17]1[CH:18]=[C:19]([C:22]2[C:23]([C:28]#[N:29])=[CH:24][CH:25]=[CH:26][CH:27]=2)[CH:20]=[CH:21][C:16]=1[CH2:15][C:12]1[C:13](=[O:14])[N:8]([C@H:6]2[CH2:5][C@H:4]([OH:42])[CH2:7]2)[C:9]2[N:10]([N:34]=[CH:35][N:36]=2)[C:11]=1[CH2:31][CH2:32][CH3:33]. The reactants are C([C@H:4]1[CH2:7][C@H:6]([N:8]2[C:13](=[O:14])[C:12]([CH2:15][C:16]3[CH:21]=[CH:20][C:19]([C:22]4[C:23]([C:28]#[N:29])=[CH:24][CH:25]=[CH:26][CH:27]=4)=[CH:18][C:17]=3[F:30])=[C:11]([CH2:31][CH2:32][CH3:33])[N:10]3[N:34]=[CH:35][N:36]=[C:9]23)[CH2:5]1)(=O)C.OO.FC(F)(F)C(OC(=O)C(F)(F)F)=[O:42].C(=O)([O-])O.[Na+].S([O-])([O-])(=O)=S.[Na+].[Na+]. The yield is 0.620.